Dataset: Full USPTO retrosynthesis dataset with 1.9M reactions from patents (1976-2016). Task: Predict the reactants needed to synthesize the given product. (1) Given the product [NH2:13][C:5]1[C:4]([NH:3][CH2:1][CH3:2])=[CH:9][N:8]=[C:7]([C:10](=[O:12])[CH3:11])[CH:6]=1, predict the reactants needed to synthesize it. The reactants are: [CH2:1]([NH:3][C:4]1[C:5]([N+:13]([O-])=O)=[CH:6][C:7]([C:10](=[O:12])[CH3:11])=[N:8][CH:9]=1)[CH3:2]. (2) Given the product [Cl:8][C:6]1[N:5]=[C:4]([N:9]2[CH2:14][CH2:13][O:12][CH2:11][CH2:10]2)[N:3]=[C:2]([NH:33][CH2:32][CH2:31][NH:30][C:24]2[CH:29]=[CH:28][CH:27]=[CH:26][CH:25]=2)[CH:7]=1, predict the reactants needed to synthesize it. The reactants are: Cl[C:2]1[CH:7]=[C:6]([Cl:8])[N:5]=[C:4]([N:9]2[CH2:14][CH2:13][O:12][CH2:11][CH2:10]2)[N:3]=1.CCN(C(C)C)C(C)C.[C:24]1([NH:30][CH2:31][CH2:32][NH2:33])[CH:29]=[CH:28][CH:27]=[CH:26][CH:25]=1. (3) Given the product [CH3:1][N:2]1[C@@H:19]2[CH2:20][C:7]3=[CH:8][CH:9]=[C:10]([OH:21])[C:11]4[O:12][C@H:13]5[C:14]([CH2:16][CH2:17][C@@H:18]2[C@:5]5([C:6]=43)[CH2:4][CH2:3]1)=[O:15], predict the reactants needed to synthesize it. The reactants are: [CH3:1][N:2]1[C@@H:19]2[CH2:20][C:7]3=[CH:8][CH:9]=[C:10]([OH:21])[C:11]4[O:12][C@H:13]5[C:14]([CH2:16][CH2:17][C@@H:18]2[C@:5]5([C:6]=43)[CH2:4][CH2:3]1)=[O:15].Cl. (4) Given the product [F:1][C:2]1[CH:7]=[CH:6][C:5]([CH2:8][CH2:9][CH:10]2[C:19]3[C:14](=[CH:15][C:16]4[O:22][CH2:21][O:20][C:17]=4[CH:18]=3)[CH2:13][CH2:12][NH:11]2)=[CH:4][CH:3]=1, predict the reactants needed to synthesize it. The reactants are: [F:1][C:2]1[CH:7]=[CH:6][C:5]([CH2:8][CH2:9][C:10]2[C:19]3[C:14](=[CH:15][C:16]4[O:22][CH2:21][O:20][C:17]=4[CH:18]=3)[CH2:13][CH2:12][N:11]=2)=[CH:4][CH:3]=1.[BH4-].[Na+]. (5) Given the product [CH3:4][Si:5]([CH3:14])([CH3:13])[O:6][C:7]12[CH2:15][CH:12]1[CH2:11][CH2:10][CH2:9][CH2:8]2, predict the reactants needed to synthesize it. The reactants are: C(I)I.[CH3:4][Si:5]([CH3:14])([CH3:13])[O:6][C:7]1[CH2:12][CH2:11][CH2:10][CH2:9][CH:8]=1.[CH2:15]([Zn]CC)C.[NH4+].[Cl-].